From a dataset of Forward reaction prediction with 1.9M reactions from USPTO patents (1976-2016). Predict the product of the given reaction. (1) Given the reactants [Cl:1][C:2]1[N:7]=[CH:6][C:5]([O:8][C@@H:9]2[CH:16]3[CH2:17][N:12]4[CH2:13][CH:14]([CH2:18][CH:10]2[CH2:11]4)[CH2:15]3)=[CH:4][CH:3]=1.[NH:19]1[C:27]2[C:22](=[CH:23][CH:24]=[C:25](B(O)O)[CH:26]=2)[CH:21]=[CH:20]1, predict the reaction product. The product is: [ClH:1].[ClH:1].[ClH:1].[NH:19]1[C:27]2[C:22](=[CH:23][CH:24]=[C:25]([C:2]3[N:7]=[CH:6][C:5]([O:8][C@@H:9]4[CH:16]5[CH2:17][N:12]6[CH2:13][CH:14]([CH2:18][CH:10]4[CH2:11]6)[CH2:15]5)=[CH:4][CH:3]=3)[CH:26]=2)[CH:21]=[CH:20]1. (2) The product is: [CH3:35][O:34][C:29]1[N:28]=[C:27]([CH3:36])[N:26]=[C:25]2[C:30]=1[NH:31][C:32](=[O:33])[NH:24]2. Given the reactants ClC1C=C(OCCO)C(OCC2C(OC)=CC=C(F)C=2F)=CC=1[N:24]1[C:32](=[O:33])[NH:31][C:30]2[C:25]1=[N:26][C:27]([CH3:36])=[N:28][C:29]=2[O:34][CH3:35].C(N(CC)CC)C.CS(Cl)(=O)=O.Cl, predict the reaction product. (3) Given the reactants Cl[C:2]1[CH:3]=[CH:4][N:5]2[C:10]([C:11]=1[CH3:12])=[C:9]([CH:13]1[CH2:15][CH2:14]1)[CH:8]=[C:7]([C:16]([O:18][CH3:19])=[O:17])[C:6]2=[O:20].[CH:21]1([C:24]2[C:32]3[C:27](=[CH:28][CH:29]=[C:30](B4OC(C)(C)C(C)(C)O4)[CH:31]=3)[N:26](C(OC(C)(C)C)=O)[N:25]=2)[CH2:23][CH2:22]1, predict the reaction product. The product is: [CH:21]1([C:24]2[C:32]3[C:27](=[CH:28][CH:29]=[C:30]([C:2]4[CH:3]=[CH:4][N:5]5[C:10]([C:11]=4[CH3:12])=[C:9]([CH:13]4[CH2:15][CH2:14]4)[CH:8]=[C:7]([C:16]([O:18][CH3:19])=[O:17])[C:6]5=[O:20])[CH:31]=3)[NH:26][N:25]=2)[CH2:23][CH2:22]1.